The task is: Predict the reactants needed to synthesize the given product.. This data is from Full USPTO retrosynthesis dataset with 1.9M reactions from patents (1976-2016). (1) Given the product [CH2:13]([N:3]([CH2:1][CH3:2])[C:4]1[N:5]=[C:6]([CH:11]([OH:19])[CH2:12][OH:23])[CH:7]=[C:8]([CH3:10])[CH:9]=1)[CH3:14], predict the reactants needed to synthesize it. The reactants are: [CH2:1]([N:3]([CH2:13][CH3:14])[C:4]1[CH:9]=[C:8]([CH3:10])[CH:7]=[C:6]([CH:11]=[CH2:12])[N:5]=1)[CH3:2].C[N+]1([O-])CC[O:19]CC1.[OH2:23]. (2) Given the product [CH3:16][O:17][C:18](=[O:40])[C@H:19]([CH2:36][CH2:37][S:38][CH3:39])[NH:20][C:21](=[O:35])[C:22]1[CH:27]=[CH:26][C:25]([NH:28][C:1]([C:2]2[CH:3]=[N:4][CH:5]=[CH:6][CH:7]=2)=[O:9])=[CH:24][C:23]=1[C:29]1[CH:30]=[CH:31][CH:32]=[CH:33][CH:34]=1, predict the reactants needed to synthesize it. The reactants are: [C:1]([OH:9])(=O)[C:2]1[CH:7]=[CH:6][CH:5]=[N:4][CH:3]=1.C(Cl)(=O)C(Cl)=O.[CH3:16][O:17][C:18](=[O:40])[C@H:19]([CH2:36][CH2:37][S:38][CH3:39])[NH:20][C:21](=[O:35])[C:22]1[CH:27]=[CH:26][C:25]([NH2:28])=[CH:24][C:23]=1[C:29]1[CH:34]=[CH:33][CH:32]=[CH:31][CH:30]=1.C([O-])(O)=O.[Na+]. (3) Given the product [Cl:11][C:8]1[CH:9]=[CH:10][C:5]2[N:6]([C:2]([CH:22]([C:18]3[CH:17]=[C:16]4[C:21](=[CH:20][CH:19]=3)[N:13]([CH3:12])[N:14]=[CH:15]4)[OH:23])=[CH:3][N:4]=2)[N:7]=1, predict the reactants needed to synthesize it. The reactants are: Br[C:2]1[N:6]2[N:7]=[C:8]([Cl:11])[CH:9]=[CH:10][C:5]2=[N:4][CH:3]=1.[CH3:12][N:13]1[C:21]2[C:16](=[CH:17][C:18]([CH:22]=[O:23])=[CH:19][CH:20]=2)[CH:15]=[N:14]1. (4) Given the product [NH2:32][CH2:31][CH2:30][N:26]1[CH2:25][CH:24]=[C:23]([C:20]2[C:15]3[CH:16]=[N:17][C:18]([NH2:19])=[C:13]([O:12][C@@H:10]([C:3]4[C:4]([Cl:9])=[CH:5][CH:6]=[C:7]([F:8])[C:2]=4[Cl:1])[CH3:11])[C:14]=3[O:22][CH:21]=2)[CH2:28][CH2:27]1, predict the reactants needed to synthesize it. The reactants are: [Cl:1][C:2]1[C:7]([F:8])=[CH:6][CH:5]=[C:4]([Cl:9])[C:3]=1[C@H:10]([O:12][C:13]1[C:14]2[O:22][CH:21]=[C:20]([C:23]3[CH2:24][CH2:25][NH:26][CH2:27][CH:28]=3)[C:15]=2[CH:16]=[N:17][C:18]=1[NH2:19])[CH3:11].O=[CH:30][CH2:31][NH:32]C(=O)OC(C)(C)C.C(O[BH-](OC(=O)C)OC(=O)C)(=O)C.[Na+].C(Cl)Cl.Cl.O1CCOCC1.CCOCC. (5) Given the product [Cl:1][C:2]1[CH:3]=[CH:4][C:5]([S:8]([NH:11][CH2:12][C:13]2[O:14][C:15]([CH2:22][OH:21])=[C:16]([OH:20])[C:17](=[O:19])[CH:18]=2)(=[O:10])=[O:9])=[CH:6][CH:7]=1, predict the reactants needed to synthesize it. The reactants are: [Cl:1][C:2]1[CH:7]=[CH:6][C:5]([S:8]([NH:11][CH2:12][C:13]2[O:14][CH:15]=[C:16]([OH:20])[C:17](=[O:19])[CH:18]=2)(=[O:10])=[O:9])=[CH:4][CH:3]=1.[OH:21][C:22]1C(=O)C=C(CNS(C2C=CC=CC=2)(=O)=O)OC=1CO. (6) Given the product [N+:1]([C:4]1[CH:9]=[CH:8][CH:7]=[CH:6][C:5]=1[O:10][CH2:18][C:19](=[O:21])[CH3:20])([O-:3])=[O:2], predict the reactants needed to synthesize it. The reactants are: [N+:1]([C:4]1[CH:9]=[CH:8][CH:7]=[CH:6][C:5]=1[OH:10])([O-:3])=[O:2].C(=O)([O-])[O-].[K+].[K+].Br[CH2:18][C:19](=[O:21])[CH3:20].O. (7) Given the product [Cl:60][C:57]1[CH:58]=[CH:59][C:54]([C:52]2[C:51]3[CH:61]=[C:62]([O:65][CH3:66])[CH:63]=[CH:64][C:50]=3[N:49]3[C:67]([CH3:70])=[N:68][N:69]=[C:48]3[C@H:47]([CH2:46][C:45]([NH:44][CH2:43][CH2:42][NH:41][C:16](=[O:18])[CH2:15][C:11]3[CH:10]=[C:9]([B:4]([OH:3])[OH:5])[CH:14]=[CH:13][CH:12]=3)=[O:71])[N:53]=2)=[CH:55][CH:56]=1, predict the reactants needed to synthesize it. The reactants are: CC1(C)C(C)(C)[O:5][B:4]([C:9]2[CH:10]=[C:11]([CH2:15][C:16]([OH:18])=O)[CH:12]=[CH:13][CH:14]=2)[O:3]1.CCN=C=NCCCN(C)C.C1C=CC2N(O)N=NC=2C=1.[NH2:41][CH2:42][CH2:43][NH:44][C:45](=[O:71])[CH2:46][C@@H:47]1[N:53]=[C:52]([C:54]2[CH:59]=[CH:58][C:57]([Cl:60])=[CH:56][CH:55]=2)[C:51]2[CH:61]=[C:62]([O:65][CH3:66])[CH:63]=[CH:64][C:50]=2[N:49]2[C:67]([CH3:70])=[N:68][N:69]=[C:48]12.B(O)O. (8) Given the product [Cl:34][C:35]1[CH:36]=[CH:37][CH:38]=[C:39]2[C:43]=1[C:42](=[O:44])[N:41]([C:45]1[CH:53]=[CH:52][CH:51]=[C:47]([C:48]([N:64]3[CH2:65][CH2:66][CH:61]([O:60][C:57]4[CH:58]=[CH:59][N:54]=[CH:55][CH:56]=4)[CH2:62][CH2:63]3)=[O:49])[CH:46]=1)[CH2:40]2, predict the reactants needed to synthesize it. The reactants are: ClC1C2N=C(C3C=C(C=CC=3)C(NCCC3CCN(C4C=CN=CC=4)CC3)=O)SC=2C=CC=1.[Cl:34][C:35]1[CH:36]=[CH:37][CH:38]=[C:39]2[C:43]=1[C:42](=[O:44])[N:41]([C:45]1[CH:46]=[C:47]([CH:51]=[CH:52][CH:53]=1)[C:48](O)=[O:49])[CH2:40]2.[NH:54]1[CH2:59][CH2:58][CH:57]([O:60][C:61]2[CH:66]=[CH:65][N:64]=[CH:63][CH:62]=2)[CH2:56][CH2:55]1.